This data is from Forward reaction prediction with 1.9M reactions from USPTO patents (1976-2016). The task is: Predict the product of the given reaction. (1) Given the reactants [C:1]([Si:5]([CH3:42])([CH3:41])[O:6][C:7]1[C:12]([CH3:13])=[CH:11][C:10]([C:14]2([C:24]3[CH:29]=[C:28]([CH3:30])[C:27]([O:31][Si:32]([C:35]([CH3:38])([CH3:37])[CH3:36])([CH3:34])[CH3:33])=[C:26]([CH3:39])[CH:25]=3)[C:22]3[C:17](=[CH:18][CH:19]=[CH:20][CH:21]=3)[NH:16][C:15]2=[O:23])=[CH:9][C:8]=1[CH3:40])([CH3:4])([CH3:3])[CH3:2].CC(C)([O-])C.[K+].Br[CH2:50][C:51]#[N:52].O, predict the reaction product. The product is: [C:1]([Si:5]([CH3:42])([CH3:41])[O:6][C:7]1[C:8]([CH3:40])=[CH:9][C:10]([C:14]2([C:24]3[CH:29]=[C:28]([CH3:30])[C:27]([O:31][Si:32]([C:35]([CH3:36])([CH3:38])[CH3:37])([CH3:33])[CH3:34])=[C:26]([CH3:39])[CH:25]=3)[C:22]3[C:17](=[CH:18][CH:19]=[CH:20][CH:21]=3)[N:16]([CH2:50][C:51]#[N:52])[C:15]2=[O:23])=[CH:11][C:12]=1[CH3:13])([CH3:2])([CH3:4])[CH3:3]. (2) Given the reactants [CH3:1][C:2]1[CH:3]=[CH:4][C:5]([N+:10]([O-])=O)=[C:6]([O:8][CH3:9])[CH:7]=1.[H][H], predict the reaction product. The product is: [CH3:9][O:8][C:6]1[CH:7]=[C:2]([CH3:1])[CH:3]=[CH:4][C:5]=1[NH2:10]. (3) Given the reactants [Cl:1][C:2]1[CH:7]=[CH:6][C:5]([C:8]2[CH:9]=[C:10]3[C:16]([C:17]([C:19]4[C:20]([F:33])=[C:21]([NH:26][S:27]([CH2:30][CH2:31][CH3:32])(=[O:29])=[O:28])[CH:22]=[CH:23][C:24]=4[F:25])=[O:18])=[CH:15][NH:14][C:11]3=[N:12][CH:13]=2)=[CH:4][CH:3]=1.[OH-].[K+].[CH:36]1([C:41]([O:43][CH:44](Cl)[CH3:45])=[O:42])[CH2:40][CH2:39][CH2:38][CH2:37]1, predict the reaction product. The product is: [CH:36]1([C:41]([O:43][CH:44]([N:14]2[C:11]3=[N:12][CH:13]=[C:8]([C:5]4[CH:6]=[CH:7][C:2]([Cl:1])=[CH:3][CH:4]=4)[CH:9]=[C:10]3[C:16]([C:17](=[O:18])[C:19]3[C:24]([F:25])=[CH:23][CH:22]=[C:21]([NH:26][S:27]([CH2:30][CH2:31][CH3:32])(=[O:28])=[O:29])[C:20]=3[F:33])=[CH:15]2)[CH3:45])=[O:42])[CH2:40][CH2:39][CH2:38][CH2:37]1.